From a dataset of CYP1A2 inhibition data for predicting drug metabolism from PubChem BioAssay. Regression/Classification. Given a drug SMILES string, predict its absorption, distribution, metabolism, or excretion properties. Task type varies by dataset: regression for continuous measurements (e.g., permeability, clearance, half-life) or binary classification for categorical outcomes (e.g., BBB penetration, CYP inhibition). Dataset: cyp1a2_veith. (1) The drug is CCOC(=O)c1cn(-c2nc(-c3ccc(Cl)cc3)cs2)c2c(F)c(N3CC(C)OC(C)C3)c(F)cc2c1=O. The result is 0 (non-inhibitor). (2) The molecule is c1ccc(-c2cccc(N3CCCC4(CCNCC4)C3)c2)cc1. The result is 1 (inhibitor).